From a dataset of Full USPTO retrosynthesis dataset with 1.9M reactions from patents (1976-2016). Predict the reactants needed to synthesize the given product. (1) Given the product [C:26]([N:23]1[CH2:24][CH2:25][C:20]2[N:19]([CH:39]3[CH2:38][CH2:37][N:36]([CH2:29][C:30]4[CH:31]=[CH:32][CH:33]=[CH:34][CH:35]=4)[C:41](=[O:42])[CH2:40]3)[N:18]=[C:17]([N:13]3[C:14]4[C:9](=[CH:8][C:7]([C:5]5[CH:4]=[N:3][N:2]([CH3:1])[CH:6]=5)=[CH:16][CH:15]=4)[CH2:10][CH2:11][CH2:12]3)[C:21]=2[CH2:22]1)(=[O:28])[CH3:27], predict the reactants needed to synthesize it. The reactants are: [CH3:1][N:2]1[CH:6]=[C:5]([C:7]2[CH:8]=[C:9]3[C:14](=[CH:15][CH:16]=2)[N:13]([C:17]2[C:21]4[CH2:22][N:23]([C:26](=[O:28])[CH3:27])[CH2:24][CH2:25][C:20]=4[NH:19][N:18]=2)[CH2:12][CH2:11][CH2:10]3)[CH:4]=[N:3]1.[CH2:29]([N:36]1[C:41](=[O:42])[CH:40]=[CH:39][CH2:38][CH2:37]1)[C:30]1[CH:35]=[CH:34][CH:33]=[CH:32][CH:31]=1.N12CCCN=C1CCCCC2. (2) Given the product [Cl:1][C:2]1[C:7]([C:8]2([F:12])[CH2:11][O:10][CH2:9]2)=[CH:6][N:5]=[C:4]([C:13](=[N:16][OH:17])[NH2:14])[CH:3]=1, predict the reactants needed to synthesize it. The reactants are: [Cl:1][C:2]1[C:7]([C:8]2([F:12])[CH2:11][O:10][CH2:9]2)=[CH:6][N:5]=[C:4]([C:13]#[N:14])[CH:3]=1.Cl.[NH2:16][OH:17].C(N(CC)CC)C. (3) Given the product [C:29]([O:33][C:34](=[O:52])[N:35]([C:45]1[CH:46]=[N:47][C:48]([Cl:51])=[CH:49][CH:50]=1)[C:36]1[CH:41]=[CH:40][C:39]([CH:42]([C:12]2[C:5]3[C:4]([CH:1]4[CH2:2][CH2:3]4)=[N:9][CH:8]=[N:7][C:6]=3[N:10]([Si:14]([CH:21]([CH3:23])[CH3:22])([CH:18]([CH3:20])[CH3:19])[CH:15]([CH3:16])[CH3:17])[CH:11]=2)[OH:43])=[C:38]([F:44])[N:37]=1)([CH3:32])([CH3:30])[CH3:31], predict the reactants needed to synthesize it. The reactants are: [CH:1]1([C:4]2[C:5]3[C:12](I)=[CH:11][N:10]([Si:14]([CH:21]([CH3:23])[CH3:22])([CH:18]([CH3:20])[CH3:19])[CH:15]([CH3:17])[CH3:16])[C:6]=3[N:7]=[CH:8][N:9]=2)[CH2:3][CH2:2]1.C([Mg]Cl)(C)C.[C:29]([O:33][C:34](=[O:52])[N:35]([C:45]1[CH:46]=[N:47][C:48]([Cl:51])=[CH:49][CH:50]=1)[C:36]1[CH:41]=[CH:40][C:39]([CH:42]=[O:43])=[C:38]([F:44])[N:37]=1)([CH3:32])([CH3:31])[CH3:30].O. (4) Given the product [CH2:48]([S:52]([NH:55][C:20](=[O:21])/[CH:19]=[CH:18]/[C:12]1[C:13]([CH3:17])=[N:14][N:15]([CH3:16])[C:11]=1[N:8]1[C:5]2=[N:6][CH:7]=[C:2]([Cl:1])[CH:3]=[C:4]2[CH:10]=[CH:9]1)(=[O:54])=[O:53])[CH2:49][CH2:50][CH3:51], predict the reactants needed to synthesize it. The reactants are: [Cl:1][C:2]1[CH:3]=[C:4]2[CH:10]=[CH:9][N:8]([C:11]3[N:15]([CH3:16])[N:14]=[C:13]([CH3:17])[C:12]=3/[CH:18]=[CH:19]/[C:20](O)=[O:21])[C:5]2=[N:6][CH:7]=1.CC1C=CC=C([N+]([O-])=O)C=1C(OC(=O)C1C([N+]([O-])=O)=CC=CC=1C)=O.[CH2:48]([S:52]([NH2:55])(=[O:54])=[O:53])[CH2:49][CH2:50][CH3:51].C(N(CC)CC)C. (5) Given the product [CH2:1]([N:8]1[CH2:13][CH2:12][N:11]([C:14]([O:16][C:17]([CH3:20])([CH3:19])[CH3:18])=[O:15])[C@H:10]([CH2:21][C:22]2[CH:27]=[CH:26][CH:25]=[CH:24][C:23]=2[B:29]2[O:33][C:32]([CH3:35])([CH3:34])[C:31]([CH3:37])([CH3:36])[O:30]2)[CH2:9]1)[C:2]1[CH:7]=[CH:6][CH:5]=[CH:4][CH:3]=1, predict the reactants needed to synthesize it. The reactants are: [CH2:1]([N:8]1[CH2:13][CH2:12][N:11]([C:14]([O:16][C:17]([CH3:20])([CH3:19])[CH3:18])=[O:15])[C@H:10]([CH2:21][C:22]2[CH:27]=[CH:26][CH:25]=[CH:24][C:23]=2Br)[CH2:9]1)[C:2]1[CH:7]=[CH:6][CH:5]=[CH:4][CH:3]=1.[B:29]1([B:29]2[O:33][C:32]([CH3:35])([CH3:34])[C:31]([CH3:37])([CH3:36])[O:30]2)[O:33][C:32]([CH3:35])([CH3:34])[C:31]([CH3:37])([CH3:36])[O:30]1.C([O-])(=O)C.[K+].C(OCC)(=O)C.O.